Dataset: Full USPTO retrosynthesis dataset with 1.9M reactions from patents (1976-2016). Task: Predict the reactants needed to synthesize the given product. (1) Given the product [C:13]([O-:15])([OH:23])=[O:14].[Na+:25].[CH3:21][O:20][C:19]1[C:10]2[NH:9][C:2]([C:3]3[CH:8]=[CH:7][CH:6]=[CH:5][CH:4]=3)=[N:22][C:11]=2[C:12]([C:13]([O:15][CH3:16])=[O:14])=[CH:17][CH:18]=1, predict the reactants needed to synthesize it. The reactants are: Cl.[C:2](=[NH:22])([NH:9][C:10]1[CH:11]=[C:12]([CH:17]=[CH:18][C:19]=1[O:20][CH3:21])[C:13]([O:15][CH3:16])=[O:14])[C:3]1[CH:8]=[CH:7][CH:6]=[CH:5][CH:4]=1.[O-:23]Cl.[Na+:25]. (2) Given the product [CH2:1]([O:8][C:9](=[O:22])[NH:10][CH:11]([C:13]1[N:14]=[C:15]2[N:20]=[CH:19][CH:18]=[CH:17][N:16]2[C:21]=1[I:30])[CH3:12])[C:2]1[CH:3]=[CH:4][CH:5]=[CH:6][CH:7]=1, predict the reactants needed to synthesize it. The reactants are: [CH2:1]([O:8][C:9](=[O:22])[NH:10][CH:11]([C:13]1[N:14]=[C:15]2[N:20]=[CH:19][CH:18]=[CH:17][N:16]2[CH:21]=1)[CH3:12])[C:2]1[CH:7]=[CH:6][CH:5]=[CH:4][CH:3]=1.C1C(=O)N([I:30])C(=O)C1. (3) Given the product [OH:20][N:19]=[C:18]([NH2:17])[C:4]1[CH:5]=[CH:6][C:1]([CH2:7][OH:8])=[CH:2][CH:3]=1, predict the reactants needed to synthesize it. The reactants are: [CH:1]1([C:7](Cl)=[O:8])[CH2:6][CH2:5][CH2:4][CH2:3][CH2:2]1.C1(C2[O:20][N:19]=[C:18](C3C=CC(CN)=CC=3)[N:17]=2)CCCCC1. (4) Given the product [CH3:15][O:14][C:12]1[CH:11]=[C:10]([N:16]2[CH2:17][CH2:18][O:19][CH2:20][CH2:21]2)[N:9]=[C:8]([CH2:7][C:6]([O-:22])=[O:5])[N:13]=1.[Na+:2], predict the reactants needed to synthesize it. The reactants are: [OH-].[Na+:2].C([O:5][C:6](=[O:22])[CH2:7][C:8]1[N:13]=[C:12]([O:14][CH3:15])[CH:11]=[C:10]([N:16]2[CH2:21][CH2:20][O:19][CH2:18][CH2:17]2)[N:9]=1)C. (5) Given the product [Cl:29][C:27]1[CH:26]=[CH:25][N:24]=[C:23]([Sn:9]([CH2:14][CH2:15][CH2:16][CH3:17])([CH2:18][CH2:19][CH2:20][CH3:21])[CH2:10][CH2:11][CH2:12][CH3:13])[N:28]=1, predict the reactants needed to synthesize it. The reactants are: [Li+].CC([N-]C(C)C)C.[SnH:9]([CH2:18][CH2:19][CH2:20][CH3:21])([CH2:14][CH2:15][CH2:16][CH3:17])[CH2:10][CH2:11][CH2:12][CH3:13].Cl[C:23]1[N:28]=[C:27]([Cl:29])[CH:26]=[CH:25][N:24]=1. (6) Given the product [CH:28]1([N:34]([C@H:35]2[CH2:36][CH2:37][C@H:38]([C:41]3[CH:42]=[CH:43][CH:44]=[CH:45][CH:46]=3)[CH2:39][CH2:40]2)[C:7](=[O:19])[NH:8][C:9]2[S:10][C:11]([S:14][CH2:15][C:16]([OH:18])=[O:17])=[CH:12][N:13]=2)[CH2:29][CH2:30][CH2:31][CH2:32][CH2:33]1, predict the reactants needed to synthesize it. The reactants are: C1(N([C@H]2CC[C@H](CC)CC2)[C:7](=[O:19])[NH:8][C:9]2[S:10][C:11]([S:14][CH2:15][C:16]([OH:18])=[O:17])=[CH:12][N:13]=2)CCCC1.[CH:28]1([NH:34][CH:35]2[CH2:40][CH2:39][CH:38]([C:41]3[CH:46]=[CH:45][CH:44]=[CH:43][CH:42]=3)[CH2:37][CH2:36]2)[CH2:33][CH2:32][CH2:31][CH2:30][CH2:29]1.C(OC(=O)CSC1SC(N)=NC=1)C. (7) Given the product [F:21][C:22]([F:35])([F:34])[S:23]([O:10][C:5]1[C:6]([C:7]#[N:8])=[CH:9][C:2]([Br:1])=[C:3]([CH:11]2[CH2:12][CH2:13]2)[N:4]=1)(=[O:25])=[O:24], predict the reactants needed to synthesize it. The reactants are: [Br:1][C:2]1[C:3]([CH:11]2[CH2:13][CH2:12]2)=[N:4][C:5]([OH:10])=[C:6]([CH:9]=1)[C:7]#[N:8].C(N(CC)CC)C.[F:21][C:22]([F:35])([F:34])[S:23](O[S:23]([C:22]([F:35])([F:34])[F:21])(=[O:25])=[O:24])(=[O:25])=[O:24].